From a dataset of Forward reaction prediction with 1.9M reactions from USPTO patents (1976-2016). Predict the product of the given reaction. Given the reactants [N:1]([CH2:4][CH2:5][N:6]1[C:14]2[CH:13]=[CH:12][CH:11]=[CH:10][C:9]=2[C:8]2[CH2:15][CH2:16][N:17]([C:20]([O:22][C:23]([CH3:26])([CH3:25])[CH3:24])=[O:21])[CH2:18][CH2:19][C:7]1=2)=[N+]=[N-].CCO, predict the reaction product. The product is: [NH2:1][CH2:4][CH2:5][N:6]1[C:14]2[CH:13]=[CH:12][CH:11]=[CH:10][C:9]=2[C:8]2[CH2:15][CH2:16][N:17]([C:20]([O:22][C:23]([CH3:26])([CH3:25])[CH3:24])=[O:21])[CH2:18][CH2:19][C:7]1=2.